The task is: Regression. Given two drug SMILES strings and cell line genomic features, predict the synergy score measuring deviation from expected non-interaction effect.. This data is from NCI-60 drug combinations with 297,098 pairs across 59 cell lines. (1) Drug 1: C1=C(C(=O)NC(=O)N1)F. Drug 2: CCC1=C2CN3C(=CC4=C(C3=O)COC(=O)C4(CC)O)C2=NC5=C1C=C(C=C5)O. Cell line: K-562. Synergy scores: CSS=55.6, Synergy_ZIP=-10.7, Synergy_Bliss=-12.6, Synergy_Loewe=-10.1, Synergy_HSA=-6.89. (2) Drug 1: C1CN1C2=NC(=NC(=N2)N3CC3)N4CC4. Drug 2: C1C(C(OC1N2C=NC3=C2NC=NCC3O)CO)O. Cell line: ACHN. Synergy scores: CSS=61.1, Synergy_ZIP=-0.282, Synergy_Bliss=-0.350, Synergy_Loewe=-6.40, Synergy_HSA=0.0598.